Dataset: NCI-60 drug combinations with 297,098 pairs across 59 cell lines. Task: Regression. Given two drug SMILES strings and cell line genomic features, predict the synergy score measuring deviation from expected non-interaction effect. (1) Drug 1: C1CC(=O)NC(=O)C1N2CC3=C(C2=O)C=CC=C3N. Drug 2: COC1=CC(=CC(=C1O)OC)C2C3C(COC3=O)C(C4=CC5=C(C=C24)OCO5)OC6C(C(C7C(O6)COC(O7)C8=CC=CS8)O)O. Cell line: SNB-19. Synergy scores: CSS=42.9, Synergy_ZIP=-3.54, Synergy_Bliss=-6.58, Synergy_Loewe=-30.1, Synergy_HSA=-4.31. (2) Drug 1: CC1=C(C=C(C=C1)NC2=NC=CC(=N2)N(C)C3=CC4=NN(C(=C4C=C3)C)C)S(=O)(=O)N.Cl. Drug 2: C1=CN(C=N1)CC(O)(P(=O)(O)O)P(=O)(O)O. Cell line: BT-549. Synergy scores: CSS=1.31, Synergy_ZIP=2.87, Synergy_Bliss=6.11, Synergy_Loewe=2.97, Synergy_HSA=3.45.